This data is from Catalyst prediction with 721,799 reactions and 888 catalyst types from USPTO. The task is: Predict which catalyst facilitates the given reaction. (1) Product: [CH3:9][CH:8]([C:10]1[O:11][C:12]2[C:18]([CH2:19][OH:20])=[CH:17][C:16]([S:23]([CH3:26])(=[O:24])=[O:25])=[CH:15][C:13]=2[CH:14]=1)[CH3:7]. Reactant: [H-].[H-].[H-].[H-].[Li+].[Al+3].[CH3:7][CH:8]([C:10]1[O:11][C:12]2[C:18]([C:19](OC)=[O:20])=[CH:17][C:16]([S:23]([CH3:26])(=[O:25])=[O:24])=[CH:15][C:13]=2[CH:14]=1)[CH3:9]. The catalyst class is: 1. (2) Reactant: [Cl:1][C:2]1[CH:7]=[CH:6][CH:5]=[CH:4][C:3]=1[CH2:8]Br.[Na+].[I-:11]. Product: [Cl:1][C:2]1[CH:7]=[CH:6][CH:5]=[CH:4][C:3]=1[CH2:8][I:11]. The catalyst class is: 21. (3) Reactant: [CH3:1][C:2]1([CH3:19])[C:11]2[C:6](=[CH:7][CH:8]=[C:9]([C:12]#[C:13][Si](C)(C)C)[CH:10]=2)[C:5](=[O:18])[CH2:4][CH2:3]1.CC1(C)C2C(=CC=C([Si](C)(C)C)C=2)C(=O)C(C#C)C1.C(=O)([O-])[O-].[K+].[K+]. Product: [C:12]([C:9]1[CH:10]=[C:11]2[C:6](=[CH:7][CH:8]=1)[C:5](=[O:18])[CH2:4][CH2:3][C:2]2([CH3:19])[CH3:1])#[CH:13]. The catalyst class is: 5. (4) Reactant: [O-]S(OOS([O-])(=O)=O)(=O)=O.[K+].[K+].S(=O)(=O)(O)O.CN(C)C=O.[Br:23][C:24]1[CH2:28][CH:27]([C:29]([NH:31][C:32]2[CH:37]=[CH:36][C:35]([Cl:38])=[CH:34][C:33]=2[C:39](=[O:46])[NH:40][CH:41]([CH:43]2[CH2:45][CH2:44]2)[CH3:42])=[O:30])[N:26]([C:47]2[C:52]([Cl:53])=[CH:51][CH:50]=[CH:49][N:48]=2)[N:25]=1. Product: [Br:23][C:24]1[CH:28]=[C:27]([C:29]([NH:31][C:32]2[CH:37]=[CH:36][C:35]([Cl:38])=[CH:34][C:33]=2[C:39](=[O:46])[NH:40][CH:41]([CH:43]2[CH2:45][CH2:44]2)[CH3:42])=[O:30])[N:26]([C:47]2[C:52]([Cl:53])=[CH:51][CH:50]=[CH:49][N:48]=2)[N:25]=1. The catalyst class is: 84. (5) Reactant: Br[C:2]1[CH:11]=[CH:10][C:5]([C:6]([O:8]C)=[O:7])=[C:4]([NH:12][C:13]2[CH:18]=[CH:17][C:16]([F:19])=[CH:15][CH:14]=2)[CH:3]=1.[CH3:20][O:21][C:22]1[CH:23]=[C:24](B(O)O)[CH:25]=[CH:26][CH:27]=1.C(=O)([O-])[O-].[Na+].[Na+]. Product: [F:19][C:16]1[CH:17]=[CH:18][C:13]([NH:12][C:4]2[CH:3]=[C:2]([C:26]3[CH:25]=[CH:24][CH:23]=[C:22]([O:21][CH3:20])[CH:27]=3)[CH:11]=[CH:10][C:5]=2[C:6]([OH:8])=[O:7])=[CH:14][CH:15]=1. The catalyst class is: 80.